From a dataset of Catalyst prediction with 721,799 reactions and 888 catalyst types from USPTO. Predict which catalyst facilitates the given reaction. Product: [N:10]1[N:11]=[N:12][N:7]2[C:2]=1[CH:3]=[CH:4][C:5]([C:8]#[N:9])=[N:6]2. The catalyst class is: 6. Reactant: Cl[C:2]1[N:7]=[N:6][C:5]([C:8]#[N:9])=[CH:4][CH:3]=1.[N-:10]=[N+:11]=[N-:12].[Na+].CS(C)=O.